This data is from Forward reaction prediction with 1.9M reactions from USPTO patents (1976-2016). The task is: Predict the product of the given reaction. (1) Given the reactants [F:1][C:2]([F:12])([F:11])[O:3][C:4]1[CH:5]=[C:6]([CH:8]=[CH:9][CH:10]=1)[NH2:7].[F:13][C:14]([F:19])([F:18])[CH:15]1[O:17][CH2:16]1, predict the reaction product. The product is: [F:1][C:2]([F:11])([F:12])[O:3][C:4]1[CH:5]=[C:6]([NH:7][CH2:16][CH:15]([OH:17])[C:14]([F:19])([F:18])[F:13])[CH:8]=[CH:9][CH:10]=1. (2) Given the reactants [NH2:1][C:2]1[S:3][CH:4]=[CH:5][C:6]=1[C:7]([NH2:9])=[O:8].ClC(Cl)(Cl)[C:12]([N:14]=C=O)=[O:13].N, predict the reaction product. The product is: [NH2:14][C:12]([NH:1][C:2]1[S:3][CH:4]=[CH:5][C:6]=1[C:7]([NH2:9])=[O:8])=[O:13].